From a dataset of Reaction yield outcomes from USPTO patents with 853,638 reactions. Predict the reaction yield, written as a fraction of the theoretical maximum amount of product (1.0 means a 100% yield; for example, 0.34 means a 34% yield). The reactants are Cl[C:2]1[N:7]=[CH:6][N:5]=[C:4]([C:8]2[CH:13]=[CH:12][C:11]([C@@H:14]([N:16]3[CH2:21][CH2:20][C@@:19]([C:26]4[CH:31]=[CH:30][C:29]([F:32])=[CH:28][CH:27]=4)([CH2:22][CH2:23][CH2:24][OH:25])[O:18][C:17]3=[O:33])[CH3:15])=[CH:10][CH:9]=2)[CH:3]=1.[OH-:34].[Na+]. No catalyst specified. The product is [F:32][C:29]1[CH:30]=[CH:31][C:26]([C@:19]2([CH2:22][CH2:23][CH2:24][OH:25])[O:18][C:17](=[O:33])[N:16]([C@H:14]([C:11]3[CH:12]=[CH:13][C:8]([C:4]4[N:5]=[CH:6][NH:7][C:2](=[O:34])[CH:3]=4)=[CH:9][CH:10]=3)[CH3:15])[CH2:21][CH2:20]2)=[CH:27][CH:28]=1. The yield is 0.780.